From a dataset of Peptide-MHC class II binding affinity with 134,281 pairs from IEDB. Regression. Given a peptide amino acid sequence and an MHC pseudo amino acid sequence, predict their binding affinity value. This is MHC class II binding data. (1) The peptide sequence is FIAFLRFLAIPPTAG. The MHC is DRB1_0101 with pseudo-sequence DRB1_0101. The binding affinity (normalized) is 0.490. (2) The peptide sequence is KLKLYTGEACRTGDR. The MHC is DRB1_0401 with pseudo-sequence DRB1_0401. The binding affinity (normalized) is 0.197.